From a dataset of Full USPTO retrosynthesis dataset with 1.9M reactions from patents (1976-2016). Predict the reactants needed to synthesize the given product. (1) Given the product [OH:1][C:2]1[CH:17]=[CH:16][C:5]([CH2:6][N:7]2[C:8]3[CH:13]=[C:12]([CH3:14])[CH:11]=[CH:10][C:9]=3[O:15][C:27]2=[O:28])=[CH:4][C:3]=1[O:18][CH3:19], predict the reactants needed to synthesize it. The reactants are: [OH:1][C:2]1[CH:17]=[CH:16][C:5]([CH2:6][NH:7][C:8]2[CH:13]=[C:12]([CH3:14])[CH:11]=[CH:10][C:9]=2[OH:15])=[CH:4][C:3]=1[O:18][CH3:19].CCN(CC)CC.[C:27](OC(C(F)(F)F)=O)(C(F)(F)F)=[O:28]. (2) Given the product [CH:8]([C:6]1[CH:5]=[CH:4][C:3]([CH3:11])=[C:2]([CH:7]=1)[CH:20]=[O:21])([CH3:10])[CH3:9], predict the reactants needed to synthesize it. The reactants are: Br[C:2]1[CH:7]=[C:6]([CH:8]([CH3:10])[CH3:9])[CH:5]=[CH:4][C:3]=1[CH3:11].[Li]C(C)(C)C.CN([CH:20]=[O:21])C.Cl. (3) Given the product [NH2:8][C:5]1[N:6]=[CH:7][C:2]([C:11]#[C:10][C:9]([O:13][CH3:14])=[O:12])=[N:3][CH:4]=1, predict the reactants needed to synthesize it. The reactants are: I[C:2]1[N:3]=[CH:4][C:5]([NH2:8])=[N:6][CH:7]=1.[C:9]([O:13][CH3:14])(=[O:12])[C:10]#[CH:11].C(=O)([O-])[O-].[K+].[K+].C1COCC1. (4) Given the product [CH3:12][O:13][C:14](=[O:15])[C:10]([OH:11])=[CH:9][C:8](=[O:18])[N:7]([CH2:6][C:5]1[CH:21]=[CH:22][C:23]([F:24])=[C:3]([C:1]#[N:2])[CH:4]=1)[O:19][CH3:20], predict the reactants needed to synthesize it. The reactants are: [C:1]([C:3]1[CH:4]=[C:5]([CH:21]=[CH:22][C:23]=1[F:24])[CH2:6][N:7]([O:19][CH3:20])[C:8](=[O:18])[CH:9]=[C:10]1[C:14](=[O:15])[O:13][C:12](C)(C)[O:11]1)#[N:2].